Dataset: Full USPTO retrosynthesis dataset with 1.9M reactions from patents (1976-2016). Task: Predict the reactants needed to synthesize the given product. The reactants are: [F:1][C:2]([F:21])([F:20])[C:3]1[CH:12]=[CH:11][C:10]2[C:5](=[CH:6][CH:7]=[C:8]([C:13]([O:15]C(C)(C)C)=[O:14])[CH:9]=2)[N:4]=1.FC(F)(F)C(O)=O. Given the product [F:21][C:2]([F:1])([F:20])[C:3]1[CH:12]=[CH:11][C:10]2[C:5](=[CH:6][CH:7]=[C:8]([C:13]([OH:15])=[O:14])[CH:9]=2)[N:4]=1, predict the reactants needed to synthesize it.